Dataset: Reaction yield outcomes from USPTO patents with 853,638 reactions. Task: Predict the reaction yield, written as a fraction of the theoretical maximum amount of product (1.0 means a 100% yield; for example, 0.34 means a 34% yield). (1) The reactants are Br[C:2]1[C:3]([Cl:32])=[CH:4][C:5]([O:30][CH3:31])=[C:6]([NH:8][C@@H:9]([CH3:29])[C:10]([N:12]2[CH2:17][CH2:16][N:15]([CH:18]3[CH2:21][N:20]([C:22]([O:24][C:25]([CH3:28])([CH3:27])[CH3:26])=[O:23])[CH2:19]3)[CH2:14][CH2:13]2)=[O:11])[CH:7]=1.[CH:33]1(B(O)O)[CH2:35][CH2:34]1.C1(P(C2CCCCC2)C2CCCCC2)CCCCC1. The catalyst is CN(C=O)C.O.CC([O-])=O.CC([O-])=O.[Pd+2]. The product is [Cl:32][C:3]1[C:2]([CH:33]2[CH2:35][CH2:34]2)=[CH:7][C:6]([NH:8][C@@H:9]([CH3:29])[C:10]([N:12]2[CH2:13][CH2:14][N:15]([CH:18]3[CH2:21][N:20]([C:22]([O:24][C:25]([CH3:28])([CH3:27])[CH3:26])=[O:23])[CH2:19]3)[CH2:16][CH2:17]2)=[O:11])=[C:5]([O:30][CH3:31])[CH:4]=1. The yield is 0.620. (2) The reactants are [CH3:1][Mg+].[Br-].CON(C)[C:7]([C:9]1[C:14](=[O:15])[C:13]([CH2:16][O:17][CH3:18])=[CH:12][N:11]([C:19]2[CH:24]=[CH:23][CH:22]=[C:21]([C:25]([F:28])([F:27])[F:26])[CH:20]=2)[N:10]=1)=[O:8]. The catalyst is C1COCC1. The product is [C:7]([C:9]1[C:14](=[O:15])[C:13]([CH2:16][O:17][CH3:18])=[CH:12][N:11]([C:19]2[CH:24]=[CH:23][CH:22]=[C:21]([C:25]([F:26])([F:28])[F:27])[CH:20]=2)[N:10]=1)(=[O:8])[CH3:1]. The yield is 0.830. (3) The reactants are [NH2:1][C:2]1[NH:6][N:5]=[C:4]([NH:7][C:8]2[CH:13]=[CH:12][C:11]([CH:14]([CH3:16])[CH3:15])=[CH:10][CH:9]=2)[C:3]=1[C:17]([NH2:19])=[O:18].[OH:20][C:21]1[CH:28]=[CH:27][C:24]([CH:25]=O)=[CH:23][CH:22]=1.N1CCCCC1. The catalyst is C(O)C. The product is [OH:20][C:21]1[CH:28]=[CH:27][C:24]([CH:25]=[N:1][C:2]2[NH:6][N:5]=[C:4]([NH:7][C:8]3[CH:9]=[CH:10][C:11]([CH:14]([CH3:16])[CH3:15])=[CH:12][CH:13]=3)[C:3]=2[C:17]([NH2:19])=[O:18])=[CH:23][CH:22]=1. The yield is 0.970. (4) The reactants are [O:1]1[C:5]([C:6]2[S:10][C:9]([C:11]3[CH:19]=[CH:18][C:14]([C:15]([OH:17])=O)=[CH:13][CH:12]=3)=[CH:8][CH:7]=2)=[CH:4][N:3]=[CH:2]1.CCN=C=NCCCN(C)C.Cl.C1C=CC2N(O)N=NC=2C=1.CCN(C(C)C)C(C)C.[NH:51]1[CH2:55][CH2:54][CH2:53][C@H:52]1[CH2:56][N:57]1[CH2:61][CH2:60][CH2:59][CH2:58]1. The catalyst is CN(C=O)C.ClCCl. The product is [O:1]1[C:5]([C:6]2[S:10][C:9]([C:11]3[CH:12]=[CH:13][C:14]([C:15]([N:51]4[CH2:55][CH2:54][CH2:53][C@H:52]4[CH2:56][N:57]4[CH2:61][CH2:60][CH2:59][CH2:58]4)=[O:17])=[CH:18][CH:19]=3)=[CH:8][CH:7]=2)=[CH:4][N:3]=[CH:2]1. The yield is 0.480. (5) The reactants are [CH3:1][CH:2]1[CH2:8][N:7]([C:9](=[O:14])[C:10]([F:13])([F:12])[F:11])[CH2:6][CH2:5][C:4]2[N:15]=[C:16]([OH:19])[CH:17]=[CH:18][C:3]1=2.C([O-])([O-])=O.[K+].[K+].Cl[C:27](C(O[Na])=O)([F:29])[F:28].C([O-])(O)=O.[Na+]. The catalyst is CCOC(C)=O.CN(C=O)C. The product is [F:28][CH:27]([F:29])[O:19][C:16]1[CH:17]=[CH:18][C:3]2[CH:2]([CH3:1])[CH2:8][N:7]([C:9](=[O:14])[C:10]([F:13])([F:11])[F:12])[CH2:6][CH2:5][C:4]=2[N:15]=1. The yield is 0.540. (6) No catalyst specified. The yield is 0.650. The reactants are [C:1]([C:5]1[N:6]=[C:7]([NH:10][C:11]([C:13]2[CH:35]=[CH:34][N:16]3[C:17](=[O:33])[C:18](/C=C/C(O)=O)=[C:19]([N:21]4[CH2:26][CH2:25][CH2:24][C@@H:23]([OH:27])[CH2:22]4)[N:20]=[C:15]3[CH:14]=2)=[O:12])[S:8][CH:9]=1)([CH3:4])([CH3:3])[CH3:2].C(C1N=C(NC(C2C=CN3C(=O)CC(=O)N=C3C=2)=O)SC=1)(C)(C)C.O[C@@H]1CCCNC1. The product is [C:1]([C:5]1[N:6]=[C:7]([NH:10][C:11]([C:13]2[CH:35]=[CH:34][N:16]3[C:17](=[O:33])[CH:18]=[C:19]([N:21]4[CH2:26][CH2:25][CH2:24][C@@H:23]([OH:27])[CH2:22]4)[N:20]=[C:15]3[CH:14]=2)=[O:12])[S:8][CH:9]=1)([CH3:4])([CH3:2])[CH3:3]. (7) The reactants are [C:1]([O:5][C:6]([N:8]1[CH2:12][CH2:11][CH2:10][C:9]1([CH2:31][CH2:32][CH2:33][CH3:34])[CH:13]([C:15]1[CH:20]=[CH:19][C:18]([N:21]([Si:26]([CH3:29])([CH3:28])[CH3:27])[Si:22]([CH3:25])([CH3:24])[CH3:23])=[C:17]([Cl:30])[CH:16]=1)[OH:14])=[O:7])([CH3:4])([CH3:3])[CH3:2]. The catalyst is C(Cl)Cl. The product is [C:1]([O:5][C:6]([N:8]1[CH2:12][CH2:11][CH2:10][C:9]1([CH2:31][CH2:32][CH2:33][CH3:34])[C:13](=[O:14])[C:15]1[CH:20]=[CH:19][C:18]([N:21]([Si:26]([CH3:27])([CH3:29])[CH3:28])[Si:22]([CH3:25])([CH3:24])[CH3:23])=[C:17]([Cl:30])[CH:16]=1)=[O:7])([CH3:4])([CH3:3])[CH3:2]. The yield is 0.580. (8) The catalyst is COCCOC.C1C=CC(P(C2C=CC=CC=2)[C-]2C=CC=C2)=CC=1.C1C=CC(P(C2C=CC=CC=2)[C-]2C=CC=C2)=CC=1.Cl[Pd]Cl.[Fe+2]. The product is [CH3:1][O:2][C:3](=[O:16])[C:4]1[CH:9]=[C:8]([C:21]2[CH:22]=[N:17][CH:18]=[N:19][CH:20]=2)[C:7]([C:11]([F:14])([F:13])[F:12])=[CH:6][C:5]=1[NH2:15]. The yield is 0.410. The reactants are [CH3:1][O:2][C:3](=[O:16])[C:4]1[CH:9]=[C:8](I)[C:7]([C:11]([F:14])([F:13])[F:12])=[CH:6][C:5]=1[NH2:15].[N:17]1[CH:22]=[C:21](B(O)O)[CH:20]=[N:19][CH:18]=1.C(Cl)Cl.C([O-])([O-])=O.[Cs+].[Cs+].